From a dataset of NCI-60 drug combinations with 297,098 pairs across 59 cell lines. Regression. Given two drug SMILES strings and cell line genomic features, predict the synergy score measuring deviation from expected non-interaction effect. Drug 1: CC1=CC=C(C=C1)C2=CC(=NN2C3=CC=C(C=C3)S(=O)(=O)N)C(F)(F)F. Drug 2: CC1=C(N=C(N=C1N)C(CC(=O)N)NCC(C(=O)N)N)C(=O)NC(C(C2=CN=CN2)OC3C(C(C(C(O3)CO)O)O)OC4C(C(C(C(O4)CO)O)OC(=O)N)O)C(=O)NC(C)C(C(C)C(=O)NC(C(C)O)C(=O)NCCC5=NC(=CS5)C6=NC(=CS6)C(=O)NCCC[S+](C)C)O. Cell line: PC-3. Synergy scores: CSS=9.06, Synergy_ZIP=-2.83, Synergy_Bliss=0.461, Synergy_Loewe=-7.78, Synergy_HSA=-0.357.